Dataset: Reaction yield outcomes from USPTO patents with 853,638 reactions. Task: Predict the reaction yield, written as a fraction of the theoretical maximum amount of product (1.0 means a 100% yield; for example, 0.34 means a 34% yield). (1) The reactants are [F:1][C:2]1[CH:30]=[C:29]([N+:31]([O-:33])=[O:32])[CH:28]=[CH:27][C:3]=1[O:4][C:5]1[C:14]2[C:9](=[CH:10][C:11]([O:17][CH2:18][CH:19]3[CH2:26][CH:22]4[CH2:23][NH:24][CH2:25][CH:21]4[CH2:20]3)=[C:12]([O:15][CH3:16])[CH:13]=2)[N:8]=[CH:7][CH:6]=1.[C:34](#N)C.O.C=O.[BH-](OC(C)=O)(OC(C)=O)OC(C)=O.[Na+]. The catalyst is O. The product is [F:1][C:2]1[CH:30]=[C:29]([N+:31]([O-:33])=[O:32])[CH:28]=[CH:27][C:3]=1[O:4][C:5]1[C:14]2[C:9](=[CH:10][C:11]([O:17][CH2:18][CH:19]3[CH2:26][CH:22]4[CH2:23][N:24]([CH3:34])[CH2:25][CH:21]4[CH2:20]3)=[C:12]([O:15][CH3:16])[CH:13]=2)[N:8]=[CH:7][CH:6]=1. The yield is 0.500. (2) The product is [CH2:8]([O:10][C:11]1[CH:16]=[CH:15][C:14]([C:17]2[CH:22]=[CH:21][C:20]([CH:23]3[CH2:28][CH2:27][CH:26]([CH:29]4[CH2:30][CH2:31][CH:32]([CH2:35][CH2:36][CH3:37])[CH2:33][CH2:34]4)[O:25][CH:24]3[OH:38])=[C:19]([F:39])[C:18]=2[F:40])=[C:13]([F:41])[C:12]=1[F:42])[CH3:9]. The yield is 0.990. The catalyst is C(O)=O. The reactants are C1(C)C=CC=CC=1.[CH2:8]([O:10][C:11]1[CH:16]=[CH:15][C:14]([C:17]2[CH:22]=[CH:21][C:20]([CH:23]3[CH2:28][CH2:27][CH:26]([CH:29]4[CH2:34][CH2:33][CH:32]([CH2:35][CH2:36][CH3:37])[CH2:31][CH2:30]4)[O:25][C:24]3=[O:38])=[C:19]([F:39])[C:18]=2[F:40])=[C:13]([F:41])[C:12]=1[F:42])[CH3:9].[H-].C([Al+]CC(C)C)C(C)C. (3) The reactants are [OH:1][C:2]1[CH:24]=[CH:23][C:5]2[N:6]([C:17]3[CH:22]=[CH:21][CH:20]=[CH:19][N:18]=3)[C:7](/[CH:9]=[CH:10]/[C:11]3[CH:16]=[CH:15][CH:14]=[CH:13][CH:12]=3)=[N:8][C:4]=2[CH:3]=1.[C:25](=[O:28])([O-:27])[O-].[K+].[K+].Br[CH:32]([CH3:34])[CH3:33].CN(C)C=[O:38]. No catalyst specified. The product is [C:2]([OH:1])(=[O:38])[C:25]([OH:27])=[O:28].[CH:32]([O:1][C:2]1[CH:24]=[CH:23][C:5]2[N:6]([C:17]3[CH:22]=[CH:21][CH:20]=[CH:19][N:18]=3)[C:7](/[CH:9]=[CH:10]/[C:11]3[CH:16]=[CH:15][CH:14]=[CH:13][CH:12]=3)=[N:8][C:4]=2[CH:3]=1)([CH3:34])[CH3:33]. The yield is 0.130. (4) The reactants are Br[C:2]1[N:7]=[C:6]([CH2:8][O:9][N:10]=[C:11]([C:18]2[N:22]([CH3:23])[N:21]=[N:20][N:19]=2)[C:12]2[CH:17]=[CH:16][CH:15]=[CH:14][CH:13]=2)[CH:5]=[CH:4][CH:3]=1.[CH2:24]([OH:30])[CH2:25][CH2:26][CH2:27][CH2:28][CH3:29].C([O-])([O-])=O.[Cs+].[Cs+].C(P(C(C)(C)C)C1C=CC2C(=CC=CC=2)C=1C1C2C(=CC=CC=2)C=CC=1)(C)(C)C. The catalyst is C1(C)C=CC=CC=1.CC([O-])=O.CC([O-])=O.[Pd+2]. The product is [CH2:24]([O:30][C:2]1[N:7]=[C:6]([CH2:8][O:9][N:10]=[C:11]([C:18]2[N:22]([CH3:23])[N:21]=[N:20][N:19]=2)[C:12]2[CH:17]=[CH:16][CH:15]=[CH:14][CH:13]=2)[CH:5]=[CH:4][CH:3]=1)[CH2:25][CH2:26][CH2:27][CH2:28][CH3:29]. The yield is 0.170. (5) The reactants are [F:1][C:2]1[CH:7]=[C:6]([F:8])[CH:5]=[CH:4][C:3]=1[OH:9].[CH2:10](Br)[C:11]1[CH:16]=[CH:15][CH:14]=[CH:13][CH:12]=1.C(=O)([O-])[O-].[K+].[K+].O. The yield is 0.250. The product is [CH2:10]([O:9][C:3]1[CH:4]=[CH:5][C:6]([F:8])=[CH:7][C:2]=1[F:1])[C:11]1[CH:16]=[CH:15][CH:14]=[CH:13][CH:12]=1. The catalyst is CN(C)C=O. (6) The reactants are [CH:1](NC(C)C)(C)C.C(=O)=O.CC(C)=O.[CH3:15][C@H:16]([NH:20][C:21](=[O:27])OC(C)(C)C)[C:17](=[O:19])[CH3:18].[Cl-].[NH4+]. The product is [OH:19][C@:17]1([CH3:18])[C@H:16]([CH3:15])[NH:20][C:21](=[O:27])[CH2:1]1. The catalyst is O1CCCC1.C(OCC)(=O)C. The yield is 0.550. (7) The reactants are [CH2:1]1[C:10]2[C:5](=[CH:6][CH:7]=[CH:8][CH:9]=2)[CH2:4][CH2:3][N:2]1[C:11]1[N:12]=[C:13]([C:22]([N:24]2[CH2:29][CH2:28][N:27]([CH3:30])[CH2:26][CH2:25]2)=[O:23])[CH:14]=[C:15]2[C:19]([CH3:20])=[C:18]([CH3:21])[NH:17][C:16]=12.[ClH:31]. The catalyst is C(OCC)(=O)C. The product is [ClH:31].[CH2:1]1[C:10]2[C:5](=[CH:6][CH:7]=[CH:8][CH:9]=2)[CH2:4][CH2:3][N:2]1[C:11]1[N:12]=[C:13]([C:22]([N:24]2[CH2:25][CH2:26][N:27]([CH3:30])[CH2:28][CH2:29]2)=[O:23])[CH:14]=[C:15]2[C:19]([CH3:20])=[C:18]([CH3:21])[NH:17][C:16]=12. The yield is 0.900.